Dataset: Forward reaction prediction with 1.9M reactions from USPTO patents (1976-2016). Task: Predict the product of the given reaction. (1) Given the reactants C([O:4][CH2:5][C@@H:6]1[C@@H:11]([O:12]C(=O)C)[C@H:10]([OH:16])[C@H:9]([OH:17])[C@@H:8]([C:18]2[CH:23]=[CH:22][CH:21]=[C:20]([O:24][Si](C(C)(C)C)(C)C)[CH:19]=2)[O:7]1)(=O)C.Cl[C:33]1[S:34][C:35]2[CH:41]=[C:40]([C:42]([NH:44][CH3:45])=[O:43])[CH:39]=[CH:38][C:36]=2[N:37]=1, predict the reaction product. The product is: [CH3:45][NH:44][C:42]([C:40]1[CH:39]=[CH:38][C:36]2[N:37]=[C:33]([O:24][C:20]3[CH:21]=[CH:22][CH:23]=[C:18]([C@@H:8]4[C@@H:9]([OH:17])[C@@H:10]([OH:16])[C@H:11]([OH:12])[C@@H:6]([CH2:5][OH:4])[O:7]4)[CH:19]=3)[S:34][C:35]=2[CH:41]=1)=[O:43]. (2) Given the reactants [Cl:1][C:2]1[C:6]([N:7]([CH2:18][CH3:19])[C:8](=[O:17])[CH2:9][CH2:10][CH:11]2[CH2:15][CH2:14][NH:13][C:12]2=[O:16])=[CH:5][N:4]([C:20]2[CH:21]=[N:22][CH:23]=[CH:24][CH:25]=2)[N:3]=1.[H-].[Na+].FC(F)(F)S(O[CH2:34][C:35]([F:38])([F:37])[F:36])(=O)=O, predict the reaction product. The product is: [Cl:1][C:2]1[C:6]([N:7]([CH2:18][CH3:19])[C:8](=[O:17])[CH2:9][CH2:10][CH:11]2[CH2:15][CH2:14][N:13]([CH2:34][C:35]([F:38])([F:37])[F:36])[C:12]2=[O:16])=[CH:5][N:4]([C:20]2[CH:21]=[N:22][CH:23]=[CH:24][CH:25]=2)[N:3]=1. (3) Given the reactants [Br:1][C:2]1[C:3]2[C:8]([C:9](Br)=[C:10]3[C:15]=1[CH:14]=[CH:13][CH:12]=[CH:11]3)=[CH:7][CH:6]=[CH:5][CH:4]=2.C([Li])CCC.[B:22]([O:29]CC)([O:26]CC)[O:23]CC.Cl.C(=O)([O-])[O-].[Na+].[Na+], predict the reaction product. The product is: [Br:1][C:2]1[C:3]2[C:8]([C:9]([O:23][B:22]([OH:29])[OH:26])=[C:10]3[C:15]=1[CH:14]=[CH:13][CH:12]=[CH:11]3)=[CH:7][CH:6]=[CH:5][CH:4]=2. (4) Given the reactants [CH2:1]([N:3]1[C:9]2[CH:10]=[C:11]([NH2:14])[CH:12]=[CH:13][C:8]=2[CH2:7][N:6]([CH2:15][CH3:16])[CH2:5][CH2:4]1)[CH3:2].Cl[C:18]1[N:23]=[C:22]([NH:24][C:25]2[CH:30]=[CH:29][CH:28]=[CH:27][C:26]=2[S:31]([CH:34]([CH3:36])[CH3:35])(=[O:33])=[O:32])[C:21]([Cl:37])=[CH:20][N:19]=1, predict the reaction product. The product is: [Cl:37][C:21]1[C:22]([NH:24][C:25]2[CH:30]=[CH:29][CH:28]=[CH:27][C:26]=2[S:31]([CH:34]([CH3:36])[CH3:35])(=[O:33])=[O:32])=[N:23][C:18]([NH:14][C:11]2[CH:12]=[CH:13][C:8]3[CH2:7][N:6]([CH2:15][CH3:16])[CH2:5][CH2:4][N:3]([CH2:1][CH3:2])[C:9]=3[CH:10]=2)=[N:19][CH:20]=1. (5) Given the reactants [NH2:1][C:2]1[CH:7]=[CH:6][C:5]([CH3:8])=[CH:4][C:3]=1[NH:9][CH:10]1[CH2:15][CH2:14][N:13]([C:16]([O:18][C:19]([CH3:22])([CH3:21])[CH3:20])=[O:17])[CH2:12][CH2:11]1.[C:23](N1C=CN=C1)(N1C=CN=C1)=[O:24], predict the reaction product. The product is: [CH3:8][C:5]1[CH:6]=[CH:7][C:2]2[NH:1][C:23](=[O:24])[N:9]([CH:10]3[CH2:15][CH2:14][N:13]([C:16]([O:18][C:19]([CH3:22])([CH3:21])[CH3:20])=[O:17])[CH2:12][CH2:11]3)[C:3]=2[CH:4]=1.